This data is from Reaction yield outcomes from USPTO patents with 853,638 reactions. The task is: Predict the reaction yield, written as a fraction of the theoretical maximum amount of product (1.0 means a 100% yield; for example, 0.34 means a 34% yield). (1) The reactants are Cl.[C:2]1([C:8]2[CH:14]=[CH:13][C:12]([C:15]3[CH:20]=[CH:19][CH:18]=[CH:17][CH:16]=3)=[CH:11][C:9]=2N)[CH:7]=[CH:6][CH:5]=[CH:4][CH:3]=1.N([O-])=O.[Na+].[I-:25].[K+].S(S([O-])=O)(O)=O.[Na+]. The catalyst is C(Cl)Cl. The product is [C:2]1([C:8]2[CH:14]=[CH:13][C:12]([C:15]3[CH:20]=[CH:19][CH:18]=[CH:17][CH:16]=3)=[CH:11][C:9]=2[I:25])[CH:7]=[CH:6][CH:5]=[CH:4][CH:3]=1. The yield is 0.670. (2) The yield is 0.260. The catalyst is C1COCC1.CCOC(C)=O. The reactants are [CH3:1][N:2]1[C:6]([C:7]#[C:8][Si](C)(C)C)=[CH:5][N:4]=[CH:3]1.[Li]CCCC.C[Si]([N:22]=[C:23]=[O:24])(C)C.O. The product is [C:7]([C:6]1[N:2]([CH3:1])[C:3]([C:23]([NH2:22])=[O:24])=[N:4][CH:5]=1)#[CH:8].